Dataset: Full USPTO retrosynthesis dataset with 1.9M reactions from patents (1976-2016). Task: Predict the reactants needed to synthesize the given product. (1) Given the product [S:1](=[O:34])(=[O:35])([O:3][CH2:4][C@@H:5]1[C@@H:12]([OH:11])[C@@H:8]([OH:9])[C@H:7]([C:15]2[C:19]3[N:20]=[CH:21][N:22]=[C:23]([NH:24][C@@H:25]4[C:33]5[C:28](=[CH:29][CH:30]=[CH:31][CH:32]=5)[CH2:27][CH2:26]4)[C:18]=3[S:17][CH:16]=2)[O:6]1)[NH2:2], predict the reactants needed to synthesize it. The reactants are: [S:1](=[O:35])(=[O:34])([O:3][CH2:4][C@@H:5]1[C@@H:12]2[C@@H:8]([O:9]C(C)(C)[O:11]2)[C@H:7]([C:15]2[C:19]3[N:20]=[CH:21][N:22]=[C:23]([NH:24][C@@H:25]4[C:33]5[C:28](=[CH:29][CH:30]=[CH:31][CH:32]=5)[CH2:27][CH2:26]4)[C:18]=3[S:17][CH:16]=2)[O:6]1)[NH2:2]. (2) Given the product [CH2:20]([C:16]1[CH:17]=[CH:18][C:13]([N:10]2[CH:11]=[CH:12][C:8]([C:6]([OH:5])=[O:7])=[CH:9]2)=[N:14][CH:15]=1)[CH3:21], predict the reactants needed to synthesize it. The reactants are: C([O:5][C:6]([C:8]1[CH:12]=[CH:11][N:10]([C:13]2[CH:18]=[CH:17][C:16](Cl)=[CH:15][N:14]=2)[CH:9]=1)=[O:7])(C)(C)C.[CH:20]1(P(C2CCCCC2)C2C=CC=CC=2C2C(OC)=CC=CC=2OC)CCCC[CH2:21]1.C(B1OC(C)(C)C(C)(C)O1)=C.P([O-])([O-])([O-])=O.[K+].[K+].[K+]. (3) The reactants are: Cl[C:2]1[N:7]2[N:8]=[CH:9][CH:10]=[C:6]2[N:5]=[C:4]([NH2:11])[CH:3]=1.B(O)(O)[C:13]1[CH:14]=[CH:15][C:16]([CH3:19])=[CH:17][CH:18]=1. Given the product [C:16]1([CH3:19])[CH:17]=[CH:18][C:13]([C:2]2[N:7]3[N:8]=[CH:9][CH:10]=[C:6]3[N:5]=[C:4]([NH2:11])[CH:3]=2)=[CH:14][CH:15]=1, predict the reactants needed to synthesize it. (4) The reactants are: [F:1][C:2]1[C:11]2[O:10][CH2:9][C@H:8]([CH2:12][NH2:13])[O:7][C:6]=2[CH:5]=[C:4]([S:14]([CH3:17])(=[O:16])=[O:15])[CH:3]=1.[F:18][C:19]([F:24])([F:23])[CH2:20][CH2:21]I. Given the product [F:1][C:2]1[C:11]2[O:10][CH2:9][C@H:8]([CH2:12][NH:13][CH2:21][CH2:20][C:19]([F:24])([F:23])[F:18])[O:7][C:6]=2[CH:5]=[C:4]([S:14]([CH3:17])(=[O:16])=[O:15])[CH:3]=1, predict the reactants needed to synthesize it. (5) Given the product [Cl:59][C:54]1[CH:55]=[CH:56][CH:57]=[CH:58][C:53]=1[N:50]1[C:46]2=[N:47][CH:48]=[N:49][C:44]([O:43][C@@H:32]([CH2:31][N:29]3[CH2:28][CH:27]([OH:26])[CH2:30]3)[C:33]([NH:35][C:36]3[CH:41]=[CH:40][C:39]([CH3:42])=[CH:38][N:37]=3)=[O:34])=[C:45]2[CH:52]=[N:51]1, predict the reactants needed to synthesize it. The reactants are: [F-].C([N+](CCCC)(CCCC)CCCC)CCC.[Si]([O:26][CH:27]1[CH2:30][N:29]([CH2:31][C@H:32]([O:43][C:44]2[N:49]=[CH:48][N:47]=[C:46]3[N:50]([C:53]4[CH:58]=[CH:57][CH:56]=[CH:55][C:54]=4[Cl:59])[N:51]=[CH:52][C:45]=23)[C:33]([NH:35][C:36]2[CH:41]=[CH:40][C:39]([CH3:42])=[CH:38][N:37]=2)=[O:34])[CH2:28]1)(C(C)(C)C)(C)C.